Dataset: Catalyst prediction with 721,799 reactions and 888 catalyst types from USPTO. Task: Predict which catalyst facilitates the given reaction. (1) Reactant: [O:1]=[C:2]1[C:10]2([C:22]3[C:13](=[CH:14][C:15]4[O:20][CH2:19][CH2:18][O:17][C:16]=4[CH:21]=3)[O:12][CH2:11]2)[C:9]2[C:4](=[CH:5][CH:6]=[CH:7][CH:8]=2)[N:3]1[CH2:23][C:24]1[C:29]([C:30]([O:32]CC)=[O:31])=[CH:28][CH:27]=[CH:26][N:25]=1.[OH-].[Li+].O1CCCC1.O. Product: [O:1]=[C:2]1[C:10]2([C:22]3[C:13](=[CH:14][C:15]4[O:20][CH2:19][CH2:18][O:17][C:16]=4[CH:21]=3)[O:12][CH2:11]2)[C:9]2[C:4](=[CH:5][CH:6]=[CH:7][CH:8]=2)[N:3]1[CH2:23][C:24]1[C:29]([C:30]([OH:32])=[O:31])=[CH:28][CH:27]=[CH:26][N:25]=1. The catalyst class is: 5. (2) Reactant: [C:1]1([CH2:7][NH:8][CH2:9][C@@H:10]2[CH2:15][O:14][CH2:13][CH2:12][N:11]2[CH2:16][C:17]2[CH:22]=[CH:21][CH:20]=[CH:19][CH:18]=2)[CH:6]=[CH:5][CH:4]=[CH:3][CH:2]=1.C(N(CC)C(C)C)(C)C.Cl[C:33](=[O:38])[C:34]([O:36][CH3:37])=[O:35]. Product: [O:38]=[C:33]([N:8]([CH2:7][C:1]1[CH:2]=[CH:3][CH:4]=[CH:5][CH:6]=1)[CH2:9][C@@H:10]1[CH2:15][O:14][CH2:13][CH2:12][N:11]1[CH2:16][C:17]1[CH:22]=[CH:21][CH:20]=[CH:19][CH:18]=1)[C:34]([O:36][CH3:37])=[O:35]. The catalyst class is: 1.